From a dataset of Catalyst prediction with 721,799 reactions and 888 catalyst types from USPTO. Predict which catalyst facilitates the given reaction. (1) Reactant: C([N:20]1[C:24]([CH3:25])=[C:23]([CH2:26][CH2:27][CH2:28][OH:29])[N:22]=[CH:21]1)(C1C=CC=CC=1)(C1C=CC=CC=1)C1C=CC=CC=1.[C:30]1(P([C:30]2[CH:35]=[CH:34][CH:33]=[CH:32][CH:31]=2)[C:30]2[CH:35]=[CH:34][CH:33]=[CH:32][CH:31]=2)[CH:35]=[CH:34][CH:33]=[CH:32][CH:31]=1.C1(O)C=CC=CC=1.N(C(OCC)=O)=NC(OCC)=O. Product: [CH3:25][C:24]1[NH:20][CH:21]=[N:22][C:23]=1[CH2:26][CH2:27][CH2:28][O:29][C:30]1[CH:35]=[CH:34][CH:33]=[CH:32][CH:31]=1. The catalyst class is: 1. (2) Reactant: [Si]([O:18][CH:19]1[CH2:22][N:21]([C:23]2[S:24][CH:25]=[C:26]([C:28]([N:30]3[CH2:35][CH2:34][O:33][CH2:32][CH2:31]3)=[O:29])[N:27]=2)[CH2:20]1)(C(C)(C)C)(C1C=CC=CC=1)C1C=CC=CC=1.[F-].C([N+](CCCC)(CCCC)CCCC)CCC. Product: [O:33]1[CH2:32][CH2:31][N:30]([C:28]([C:26]2[N:27]=[C:23]([N:21]3[CH2:22][CH:19]([OH:18])[CH2:20]3)[S:24][CH:25]=2)=[O:29])[CH2:35][CH2:34]1. The catalyst class is: 7. (3) Reactant: [C:1]([N:5]1[C:9](=[O:10])[C:8](Cl)=[C:7]([C:12]2[CH:17]=[CH:16][CH:15]=[CH:14][CH:13]=2)[S:6]1(=[O:19])=[O:18])([CH3:4])([CH3:3])[CH3:2].Cl.Cl.[N:22]1[CH:27]=[CH:26][CH:25]=[CH:24][C:23]=1[N:28]1[CH2:33][CH2:32][CH:31]([NH2:34])[CH2:30][CH2:29]1. Product: [C:1]([N:5]1[C:9](=[O:10])[C:8]([NH:34][CH:31]2[CH2:32][CH2:33][N:28]([C:23]3[CH:24]=[CH:25][CH:26]=[CH:27][N:22]=3)[CH2:29][CH2:30]2)=[C:7]([C:12]2[CH:17]=[CH:16][CH:15]=[CH:14][CH:13]=2)[S:6]1(=[O:19])=[O:18])([CH3:4])([CH3:3])[CH3:2]. The catalyst class is: 3. (4) Reactant: [F:1][C:2]1[CH:7]=[CH:6][C:5]([F:8])=[CH:4][C:3]=1[F:9].C(NC(C)C)(C)C.[Li]CCCC.FC1C(F)=C(F)C=CC=1.[Li].[CH3:32][C:33]([OH:35])=O.C1C[O:39][CH2:38][CH2:37]1. Product: [CH3:37][C:38]([C:33]([CH3:32])=[O:35])=[O:39].[OH:35][C:33]([C:4]1[C:5]([F:8])=[CH:6][CH:7]=[C:2]([F:1])[C:3]=1[F:9])([CH3:32])[C:38](=[O:39])[CH3:37]. The catalyst class is: 6. (5) Reactant: [Cl:1][C:2]1[N:3]=[CH:4][NH:5][CH:6]=1.Cl[C:8]1[C:13]([O:14][CH3:15])=[CH:12][C:11]([N+:16]([O-:18])=[O:17])=[CH:10][N:9]=1.[OH-].[K+].O. The catalyst class is: 16. Product: [Cl:1][C:2]1[N:3]=[CH:4][N:5]([C:8]2[C:13]([O:14][CH3:15])=[CH:12][C:11]([N+:16]([O-:18])=[O:17])=[CH:10][N:9]=2)[CH:6]=1.